This data is from Experimentally validated miRNA-target interactions with 360,000+ pairs, plus equal number of negative samples. The task is: Binary Classification. Given a miRNA mature sequence and a target amino acid sequence, predict their likelihood of interaction. (1) The miRNA is mmu-miR-709 with sequence GGAGGCAGAGGCAGGAGGA. The protein sequence of the target gene is MAVKWTGGHSSPVLCLNASKEGLLASGAEGGDLTAWGEDGTPLGHTRFQGADDVTSVLFSPSCPTKLYASHGETISVLDVRSLKDSLDHFHVNEEEINCLSLNQTENLLASADDSGAIKILDLENKKVIRSLKRHSNICSSVAFRPQRPQSLVSCGLDMQVMLWSLQKARPLWITNLQEDETEEMEGPQSPGQLLNPALAHSISVASCGNIFSCGAEDGKVRIFRVMGVKCEQELGFKGHTSGVSQVCFLPESYLLLTGGNDGKITLWDANSEVEKKQKSPTKRTHRKKPKRGTCTKQGG.... Result: 0 (no interaction). (2) The miRNA is hsa-miR-487b-3p with sequence AAUCGUACAGGGUCAUCCACUU. The protein sequence of the target gene is MLDPSSSEEESDEIVEEESGKEVLGSAPSGARLSPSRTSEGSAGSAGLGGGGAGAGAGVGAGGGGGSGASSGGGAGGLQPSSRAGGGRPSSPSPSVVSEKEKEELERLQKEEEERKKRLQLYVFVMRCIAYPFNAKQPTDMARRQQKISKQQLQTVKDRFQAFLNGETQIMADEAFMNAVQSYYEVFLKSDRVARMVQSGGCSANDSREVFKKHIEKRVRSLPEIDGLSKETVLSSWMAKFDAIYRGEEDPRKQQARMTASAASELILSKEQLYEMFQNILGIKKFEHQLLYNACQLDNP.... Result: 0 (no interaction). (3) Result: 0 (no interaction). The miRNA is hsa-miR-675-5p with sequence UGGUGCGGAGAGGGCCCACAGUG. The protein sequence of the target gene is MVRLAAELLLLLGLLLLTLHITVLRGSGAADGPDAAAGNASQAQLQNNLNVGSDTTSETSFSLSKEAPREHLDHQAAHQPFPRPRFRQETGHPSLQRDFPRSFLLDLPNFPDLSKADINGQNPNIQVTIEVVDGPDSEADKDQHPENKPSWSVPSPDWRAWWQRSLSLARANSGDQDYKYDSTSDDSNFLNPPRGWDHTAPGHRTFETKDQPEYDSTDGEGDWSLWSVCSVTCGNGNQKRTRSCGYACTATESRTCDRPNCPGIEDTFRTAATEVSLLAGSEEFNATKLFEVDTDSCERW.... (4) The protein sequence of the target gene is MAAPGLRLGAGRLFEMPAVLERLSRYNSTSQAFAEVLRLPKQQLRKLLYPLQEVERFLAPYGRQDLHLRIFDPSPEDIARADNIFTATERNRIDYVSSAVRIDHAPDLPRPEVCFIGRSNVGKSSLIKALFSLAPEVEVRVSKKPGHTKKMNFFKVGKHFTVVDMPGYGFRAPEDFVDMVETYLKERRNLKRTFLLVDSVVGIQKTDNIAIEMCEEFALPYVIVLTKIDKSSKGHLLKQVLQIQKFVNMKTQGCFPQLFPVSAVTFSGIHLLRCFIASVTGSLD. Result: 1 (interaction). The miRNA is hsa-let-7e-5p with sequence UGAGGUAGGAGGUUGUAUAGUU. (5) The miRNA is hsa-miR-506-5p with sequence UAUUCAGGAAGGUGUUACUUAA. The protein sequence of the target gene is MGDDSEWLKLPVDQKCEHKLWKARLSGYEEALKIFQKIKDEKSPEWSKYLGLIKKFVTDSNAVVQLKGLEAALVYVENAHVAGKTTGEVVSGVVSKVFNQPKAKAKELGIEICLMYVEIEKGESVQEELLKGLDNKNPKIIVACIETLRKALSEFGSKIISLKPIIKVLPKLFESRDKAVRDEAKLFAIEIYRWNRDAVKHTLQNINSVQLKELEEEWVKLPTGAPKPSRFLRSQQELEAKLEQQQSAGGDAEGGGDDGDEVPQVDAYELLDAVEILSKLPKDFYDKIEAKKWQERKEAL.... Result: 0 (no interaction).